From a dataset of Forward reaction prediction with 1.9M reactions from USPTO patents (1976-2016). Predict the product of the given reaction. (1) Given the reactants [NH2:1][C@H:2]([C:7]([OH:9])=[O:8])[C@H:3]([CH2:5][CH3:6])[CH3:4], predict the reaction product. The product is: [C:7]([OH:9])(=[O:8])[CH2:2][CH2:3][CH3:4].[NH2:1][C@H:2]([C:7]([OH:9])=[O:8])[C@H:3]([CH2:5][CH3:6])[CH3:4]. (2) Given the reactants [C:1]1([CH2:7][CH:8]2[CH2:10][O:9]2)[CH:6]=[CH:5][CH:4]=[CH:3][CH:2]=1.[NH4+:11].[OH-], predict the reaction product. The product is: [NH2:11][CH2:10][CH:8]([OH:9])[CH2:7][C:1]1[CH:6]=[CH:5][CH:4]=[CH:3][CH:2]=1. (3) Given the reactants [OH:1][CH:2]([C:30]1[O:31][C:32]([C:35]2[CH:40]=[CH:39][N:38]=[CH:37][CH:36]=2)=[N:33][N:34]=1)[CH:3]([NH:6][C:7](=[O:29])[C:8]([CH3:28])([S:18]([CH2:21][C:22]1[CH:27]=[CH:26][CH:25]=[CH:24][CH:23]=1)(=[O:20])=[O:19])[CH2:9][C:10]([N:12]1[CH2:17][CH2:16]O[CH2:14][CH2:13]1)=[O:11])[CH2:4][CH3:5].[CH3:41]C(OI1(OC(C)=O)(OC(C)=O)OC(=O)C2C=CC=CC1=2)=O.[O-]S([O-])(=S)=O.[Na+].[Na+].C([O-])(O)=O.[Na+], predict the reaction product. The product is: [O:11]=[C:10]([N:12]1[CH2:17][CH2:16][CH2:41][CH2:14][CH2:13]1)[CH2:9][C:8]([CH3:28])([S:18]([CH2:21][C:22]1[CH:27]=[CH:26][CH:25]=[CH:24][CH:23]=1)(=[O:19])=[O:20])[C:7]([NH:6][CH:3]([C:2]([C:30]1[O:31][C:32]([C:35]2[CH:40]=[CH:39][N:38]=[CH:37][CH:36]=2)=[N:33][N:34]=1)=[O:1])[CH2:4][CH3:5])=[O:29]. (4) Given the reactants [Br-:1].[Br-].[Br-].[NH+]1C=CC=CC=1.[NH+]1C=CC=CC=1.[NH+]1C=CC=CC=1.[C:22]([C:25]1[CH:26]=[CH:27][C:28]([Br:31])=[N:29][CH:30]=1)(=[O:24])[CH3:23], predict the reaction product. The product is: [Br:31][C:28]1[CH:27]=[CH:26][C:25]([C:22](=[O:24])[CH2:23][Br:1])=[CH:30][N:29]=1. (5) Given the reactants [Cl:1][CH:2]([CH2:10][CH2:11][Cl:12])[CH2:3][CH2:4][CH2:5][CH2:6][C:7]([OH:9])=[O:8].[CH3:13]O, predict the reaction product. The product is: [Cl:1][CH:2]([CH2:10][CH2:11][Cl:12])[CH2:3][CH2:4][CH2:5][CH2:6][C:7]([O:9][CH3:13])=[O:8]. (6) Given the reactants [C:1]([OH:13])(=[O:12])[CH2:2][CH2:3][CH2:4][CH2:5][CH2:6][CH2:7][CH2:8][CH2:9][CH2:10][CH3:11].[CH2:14](Cl)[CH2:15]Cl.CI.[CH3:20][C:21]([OH:23])=[O:22], predict the reaction product. The product is: [C:1]([O:13][C@H:1]([CH2:2][CH2:3][CH2:4][CH2:5][CH2:6][CH2:7][CH2:8][CH2:9][CH2:10][CH2:14][CH3:15])[CH2:20][C:21]([OH:23])=[O:22])(=[O:12])[CH2:2][CH2:3][CH2:4][CH2:5][CH2:6][CH2:7][CH2:8][CH2:9][CH2:10][CH3:11].